The task is: Predict which catalyst facilitates the given reaction.. This data is from Catalyst prediction with 721,799 reactions and 888 catalyst types from USPTO. (1) Reactant: [OH:1][C:2]1[C:7]([C:8]([O:10]CC)=O)=[CH:6][N:5]=[C:4]2[C:13]([CH3:18])=[C:14]([CH2:16][OH:17])[S:15][C:3]=12.[F:19][C:20]1[CH:27]=[CH:26][C:23]([CH2:24][NH2:25])=[CH:22][CH:21]=1. Product: [F:19][C:20]1[CH:27]=[CH:26][C:23]([CH2:24][NH:25][C:8]([C:7]2[C:2]([OH:1])=[C:3]3[S:15][C:14]([CH2:16][OH:17])=[C:13]([CH3:18])[C:4]3=[N:5][CH:6]=2)=[O:10])=[CH:22][CH:21]=1. The catalyst class is: 33. (2) Reactant: [CH3:1][C:2]1[CH:12]=[CH:11][CH:10]=[CH:9][C:3]=1[CH:4]=[CH:5][C:6]([OH:8])=O.C(N1C=CN=C1)(N1C=CN=C1)=O.[K+].[C:26]([O:32][CH2:33][CH3:34])(=[O:31])[CH2:27]C([O-])=O.[Cl-].[Mg+2].[Cl-].Cl. Product: [CH3:1][C:2]1[CH:12]=[CH:11][CH:10]=[CH:9][C:3]=1/[CH:4]=[CH:5]/[C:6](=[O:8])[CH2:27][C:26]([O:32][CH2:33][CH3:34])=[O:31]. The catalyst class is: 355. (3) Reactant: C(=O)([O-])[O-].[K+].[K+].[CH3:7][C:8]([C:10]1[CH:11]=[CH:12][C:13]([OH:16])=[CH:14][CH:15]=1)=[O:9].[Br:17][CH2:18][CH2:19]Br. Product: [Br:17][CH2:18][CH2:19][O:16][C:13]1[CH:14]=[CH:15][C:10]([C:8](=[O:9])[CH3:7])=[CH:11][CH:12]=1. The catalyst class is: 21. (4) Reactant: [Cl:1][C:2]1[CH:7]=[CH:6][C:5]([CH:8]([C:27]2[CH:32]=[CH:31][C:30]([Cl:33])=[CH:29][CH:28]=2)[N:9]2[CH2:14][CH2:13][N:12]([C:15]([O:17][CH:18]([C:23]([O:25]C)=[O:24])[C:19]([F:22])([F:21])[F:20])=[O:16])[CH2:11][CH2:10]2)=[CH:4][CH:3]=1.O1CCOCC1.[OH-].[Na+]. Product: [Cl:1][C:2]1[CH:7]=[CH:6][C:5]([CH:8]([C:27]2[CH:28]=[CH:29][C:30]([Cl:33])=[CH:31][CH:32]=2)[N:9]2[CH2:10][CH2:11][N:12]([C:15]([O:17][CH:18]([C:19]([F:22])([F:21])[F:20])[C:23]([OH:25])=[O:24])=[O:16])[CH2:13][CH2:14]2)=[CH:4][CH:3]=1. The catalyst class is: 6. (5) Reactant: [S:1]1[C:5]2[CH:6]=[CH:7][CH:8]=[CH:9][C:4]=2[N:3]=[CH:2]1.[C:10](#[N:14])[CH2:11][C:12]#[N:13].[O-]CC.[Na+]. Product: [S:1]1[C:5]2[CH:6]=[CH:7][CH:8]=[CH:9][C:4]=2[NH:3][C:2]1=[C:11]([C:10]#[N:14])[C:12]#[N:13]. The catalyst class is: 8.